This data is from Forward reaction prediction with 1.9M reactions from USPTO patents (1976-2016). The task is: Predict the product of the given reaction. (1) Given the reactants Cl.[C:2]([C:4]1([NH:7][C:8]([C@@H:10]2[CH2:14][C@@H:13]([S:15]([C:18]3[CH:23]=[CH:22][CH:21]=[CH:20][C:19]=3[Cl:24])(=[O:17])=[O:16])[CH2:12][NH:11]2)=[O:9])[CH2:6][CH2:5]1)#[N:3].O([CH2:33][C:34]([F:40])([F:39])[C:35]([F:38])([F:37])[F:36])S(C(F)(F)F)(=O)=O, predict the reaction product. The product is: [C:2]([C:4]1([NH:7][C:8]([C@@H:10]2[CH2:14][C@@H:13]([S:15]([C:18]3[CH:23]=[CH:22][CH:21]=[CH:20][C:19]=3[Cl:24])(=[O:17])=[O:16])[CH2:12][N:11]2[CH2:33][C:34]([F:40])([F:39])[C:35]([F:38])([F:37])[F:36])=[O:9])[CH2:6][CH2:5]1)#[N:3]. (2) Given the reactants [Cl:1][C:2]1[CH:3]=[C:4](B(O)O)[C:5]([F:8])=[N:6][CH:7]=1.Cl[C:13]1[N:18]=[C:17]([CH3:19])[N:16]=[C:15]([N:20]([CH2:30][C:31]2[CH:36]=[CH:35][C:34]([O:37][CH3:38])=[CH:33][CH:32]=2)[CH2:21][C:22]2[CH:27]=[CH:26][C:25]([O:28][CH3:29])=[CH:24][CH:23]=2)[N:14]=1.C([O-])(=O)C.[K+], predict the reaction product. The product is: [Cl:1][C:2]1[CH:3]=[C:4]([C:13]2[N:18]=[C:17]([CH3:19])[N:16]=[C:15]([N:20]([CH2:21][C:22]3[CH:23]=[CH:24][C:25]([O:28][CH3:29])=[CH:26][CH:27]=3)[CH2:30][C:31]3[CH:32]=[CH:33][C:34]([O:37][CH3:38])=[CH:35][CH:36]=3)[N:14]=2)[C:5]([F:8])=[N:6][CH:7]=1. (3) The product is: [Br:1][C:2]1[CH:7]=[CH:6][C:5]([C:8](=[C:21]2[CH2:22][C:23]([CH3:26])([CH3:25])[CH2:24][C:19]([CH3:28])([CH3:18])[CH2:20]2)[C:10]2[CH:15]=[CH:14][C:13]([OH:16])=[C:12]([Cl:17])[CH:11]=2)=[CH:4][CH:3]=1. Given the reactants [Br:1][C:2]1[CH:7]=[CH:6][C:5]([C:8]([C:10]2[CH:15]=[CH:14][C:13]([OH:16])=[C:12]([Cl:17])[CH:11]=2)=O)=[CH:4][CH:3]=1.[CH3:18][C:19]1([CH3:28])[CH2:24][C:23]([CH3:26])([CH3:25])[CH2:22][C:21](=O)[CH2:20]1.C([O-])([O-])=O.[K+].[K+], predict the reaction product.